This data is from Catalyst prediction with 721,799 reactions and 888 catalyst types from USPTO. The task is: Predict which catalyst facilitates the given reaction. (1) Reactant: [CH3:1][C:2]1[CH:3]=[C:4]([CH:7]=[CH:8][C:9]=1[N:10]1[C:14]2[NH:15][CH:16]=[CH:17][C:18](=O)[C:13]=2[C:12]([C:20]([F:23])([F:22])[F:21])=[N:11]1)[C:5]#[N:6].S(Cl)([Cl:26])=O.CN(C=O)C.O. Product: [Cl:26][C:18]1[CH:17]=[CH:16][N:15]=[C:14]2[N:10]([C:9]3[CH:8]=[CH:7][C:4]([C:5]#[N:6])=[CH:3][C:2]=3[CH3:1])[N:11]=[C:12]([C:20]([F:23])([F:22])[F:21])[C:13]=12. The catalyst class is: 22. (2) Reactant: [Cl:1][C:2]1[C:7]([O:8][C:9]2[N:14]=[CH:13][C:12]([NH2:15])=[CH:11][CH:10]=2)=[CH:6][CH:5]=[CH:4][N:3]=1.[NH:16]1[C:24]2[C:19](=[CH:20][CH:21]=[CH:22][CH:23]=2)[C:18]([C:25](O)=[O:26])=[CH:17]1.C1CCC(N=C=NC2CCCCC2)CC1. Product: [Cl:1][C:2]1[C:7]([O:8][C:9]2[N:14]=[CH:13][C:12]([NH:15][C:25]([C:18]3[C:19]4[C:24](=[CH:23][CH:22]=[CH:21][CH:20]=4)[NH:16][CH:17]=3)=[O:26])=[CH:11][CH:10]=2)=[CH:6][CH:5]=[CH:4][N:3]=1. The catalyst class is: 3. (3) Reactant: [O:1]=[C:2]1[C:10]2[C:5](=[CH:6][CH:7]=[CH:8][CH:9]=2)[C:4](=[O:11])[N:3]1[CH2:12][CH2:13][N:14]1[C:23]2[C:18](=[N:19][CH:20]=[C:21]([CH2:24][C:25]3[CH:30]=[CH:29][C:28]([F:31])=[CH:27][CH:26]=3)[CH:22]=2)[C:17]([OH:32])=[C:16]([C:33](OCC)=[O:34])[C:15]1=[O:38].[N:39]1([CH2:44][CH2:45][CH2:46][NH2:47])[CH:43]=[CH:42][N:41]=[CH:40]1. Product: [O:11]=[C:4]1[C:5]2[C:10](=[CH:9][CH:8]=[CH:7][CH:6]=2)[C:2](=[O:1])[N:3]1[CH2:12][CH2:13][N:14]1[C:23]2[C:18](=[N:19][CH:20]=[C:21]([CH2:24][C:25]3[CH:26]=[CH:27][C:28]([F:31])=[CH:29][CH:30]=3)[CH:22]=2)[C:17]([OH:32])=[C:16]([C:33]([NH:47][CH2:46][CH2:45][CH2:44][N:39]2[CH:43]=[CH:42][N:41]=[CH:40]2)=[O:34])[C:15]1=[O:38]. The catalyst class is: 14. (4) Reactant: S(Cl)([Cl:3])=O.[CH3:5][C:6]1[N:7]=[CH:8][O:9][C:10]=1[C:11]1[CH:19]=[CH:18][C:14]([C:15](O)=[O:16])=[CH:13][CH:12]=1. Product: [CH3:5][C:6]1[N:7]=[CH:8][O:9][C:10]=1[C:11]1[CH:19]=[CH:18][C:14]([C:15]([Cl:3])=[O:16])=[CH:13][CH:12]=1. The catalyst class is: 4. (5) Reactant: [F:1][C:2]([F:11])([F:10])[O:3][C:4]1[CH:9]=[CH:8][CH:7]=[CH:6][CH:5]=1.ClCCl.[Br:15]Br. Product: [Br:15][C:7]1[CH:8]=[CH:9][C:4]([O:3][C:2]([F:10])([F:11])[F:1])=[CH:5][CH:6]=1. The catalyst class is: 292. (6) Reactant: [CH2:1]([N:8]1[CH2:12][CH:11]([CH3:13])[CH:10]([C:14]([O:16]CC)=O)[CH2:9]1)[C:2]1[CH:7]=[CH:6][CH:5]=[CH:4][CH:3]=1.[H-].[Al+3].[Li+].[H-].[H-].[H-].[C:25]([Si:29]([C:37]1[CH:42]=[CH:41][CH:40]=[CH:39][CH:38]=1)([C:31]1[CH:36]=[CH:35][CH:34]=[CH:33][CH:32]=1)Cl)([CH3:28])([CH3:27])[CH3:26].C(N1CC(C)C(CO)C1)C1C=CC=CC=1.[H-].[Na+]. Product: [CH2:1]([N:8]1[CH2:12][CH:11]([CH3:13])[CH:10]([CH2:14][O:16][Si:29]([C:25]([CH3:28])([CH3:27])[CH3:26])([C:37]2[CH:38]=[CH:39][CH:40]=[CH:41][CH:42]=2)[C:31]2[CH:36]=[CH:35][CH:34]=[CH:33][CH:32]=2)[CH2:9]1)[C:2]1[CH:3]=[CH:4][CH:5]=[CH:6][CH:7]=1. The catalyst class is: 1. (7) Reactant: [CH2:1]([O:8][CH2:9][C:10]([F:19])([F:18])[CH2:11][N:12]1[CH:16]=[C:15](I)[CH:14]=[N:13]1)[C:2]1[CH:7]=[CH:6][CH:5]=[CH:4][CH:3]=1.C([Mg]Cl)(C)C.CO[B:27]1[O:31][C:30]([CH3:33])([CH3:32])[C:29]([CH3:35])([CH3:34])[O:28]1.[Cl-].[NH4+]. Product: [CH2:1]([O:8][CH2:9][C:10]([F:19])([F:18])[CH2:11][N:12]1[CH:16]=[C:15]([B:27]2[O:31][C:30]([CH3:33])([CH3:32])[C:29]([CH3:35])([CH3:34])[O:28]2)[CH:14]=[N:13]1)[C:2]1[CH:7]=[CH:6][CH:5]=[CH:4][CH:3]=1. The catalyst class is: 1.